Dataset: Reaction yield outcomes from USPTO patents with 853,638 reactions. Task: Predict the reaction yield, written as a fraction of the theoretical maximum amount of product (1.0 means a 100% yield; for example, 0.34 means a 34% yield). (1) The reactants are [CH3:1][C:2]1[CH:3]=[C:4]([CH:7]=[CH:8][C:9]=1[O:10][CH2:11][CH2:12][CH2:13][N:14]1[CH2:19][CH2:18][N:17]([CH3:20])[CH2:16][CH2:15]1)[CH:5]=O.[CH3:21][C:22]1[C:27]([CH3:28])=[CH:26][CH:25]=[C:24]([NH2:29])[C:23]=1[NH2:30]. No catalyst specified. The product is [CH3:21][C:22]1[C:23]2[N:30]=[C:5]([C:4]3[CH:7]=[CH:8][C:9]([O:10][CH2:11][CH2:12][CH2:13][N:14]4[CH2:19][CH2:18][N:17]([CH3:20])[CH2:16][CH2:15]4)=[C:2]([CH3:1])[CH:3]=3)[NH:29][C:24]=2[CH:25]=[CH:26][C:27]=1[CH3:28]. The yield is 0.750. (2) The reactants are Cl.S([O-])([O-])(=O)=O.[Mg+2].O=C[C@@H]([C@H]([C@@H]([C@@H](CO)O)O)O)O.[OH-].[Na+].[Cl:22][C:23]1[C:28]([F:29])=[CH:27][CH:26]=[C:25]([Cl:30])[C:24]=1[C:31](=[O:33])[CH3:32]. The catalyst is N(CCO)(CCO)CCO.O. The product is [Cl:22][C:23]1[C:28]([F:29])=[CH:27][CH:26]=[C:25]([Cl:30])[C:24]=1[C@@H:31]([OH:33])[CH3:32]. The yield is 0.940. (3) The reactants are [CH:1]1([C:7]2([CH3:15])[N:11]([CH3:12])[C:10](=[O:13])[NH:9][C:8]2=[O:14])[CH2:6][CH2:5][CH2:4][CH2:3][CH2:2]1.Br.Br[CH2:18][C:19]([C:21]1[CH:22]=[N:23][CH:24]=[CH:25][CH:26]=1)=[O:20]. No catalyst specified. The product is [CH:1]1([C:7]2([CH3:15])[N:11]([CH3:12])[C:10](=[O:13])[N:9]([CH2:18][C:19](=[O:20])[C:21]3[CH:22]=[N:23][CH:24]=[CH:25][CH:26]=3)[C:8]2=[O:14])[CH2:2][CH2:3][CH2:4][CH2:5][CH2:6]1. The yield is 0.140.